This data is from Peptide-MHC class I binding affinity with 185,985 pairs from IEDB/IMGT. The task is: Regression. Given a peptide amino acid sequence and an MHC pseudo amino acid sequence, predict their binding affinity value. This is MHC class I binding data. (1) The peptide sequence is RLIQNSITI. The MHC is HLA-A02:02 with pseudo-sequence HLA-A02:02. The binding affinity (normalized) is 0.545. (2) The binding affinity (normalized) is 0.854. The MHC is Mamu-B17 with pseudo-sequence Mamu-B17. The peptide sequence is FRFGDPMPF. (3) The peptide sequence is YTPEQWWPF. The MHC is HLA-B45:06 with pseudo-sequence HLA-B45:06. The binding affinity (normalized) is 0.213. (4) The peptide sequence is RRGPEQTQG. The MHC is HLA-B58:01 with pseudo-sequence HLA-B58:01. The binding affinity (normalized) is 0.0847. (5) The peptide sequence is LSNGMLRFA. The binding affinity (normalized) is 0.203. The MHC is HLA-A02:01 with pseudo-sequence HLA-A02:01. (6) The peptide sequence is TTAEFTVPK. The MHC is HLA-C04:01 with pseudo-sequence HLA-C04:01. The binding affinity (normalized) is 0.213. (7) The binding affinity (normalized) is 0.432. The MHC is HLA-A68:01 with pseudo-sequence HLA-A68:01. The peptide sequence is ALEVLMSPCR.